This data is from Full USPTO retrosynthesis dataset with 1.9M reactions from patents (1976-2016). The task is: Predict the reactants needed to synthesize the given product. (1) Given the product [Cl:26][C:27]1[CH:28]=[C:29]([C:33]#[C:34][C:35]2[CH2:38][C:39]3([CH2:44][CH2:43][O:42][CH2:41][CH2:40]3)[O:37][N:36]=2)[CH:30]=[CH:31][CH:32]=1, predict the reactants needed to synthesize it. The reactants are: C1(C#CC2CC3(CCN(C(OC(C)(C)C)=O)CC3)ON=2)C=CC=CC=1.[Cl:26][C:27]1[CH:28]=[C:29]([C:33]#[C:34][CH:35]=[N:36][OH:37])[CH:30]=[CH:31][CH:32]=1.[CH2:38]=[C:39]1[CH2:44][CH2:43][O:42][CH2:41][CH2:40]1. (2) The reactants are: [H-].[Na+].[I-].[CH3:4][S+](C)(C)=O.[CH2:9]([O:16][C:17]1[N:18]=[N:19][C:20]([C:31]([C:33]2[CH:38]=[CH:37][CH:36]=[CH:35][CH:34]=2)=[CH2:32])=[CH:21][C:22]=1[O:23][CH2:24][C:25]1[CH:30]=[CH:29][CH:28]=[CH:27][CH:26]=1)[C:10]1[CH:15]=[CH:14][CH:13]=[CH:12][CH:11]=1. Given the product [CH2:9]([O:16][C:17]1[N:18]=[N:19][C:20]([C:31]2([C:33]3[CH:38]=[CH:37][CH:36]=[CH:35][CH:34]=3)[CH2:4][CH2:32]2)=[CH:21][C:22]=1[O:23][CH2:24][C:25]1[CH:26]=[CH:27][CH:28]=[CH:29][CH:30]=1)[C:10]1[CH:11]=[CH:12][CH:13]=[CH:14][CH:15]=1, predict the reactants needed to synthesize it. (3) Given the product [CH3:36][N:35]([CH3:37])[CH2:34][CH2:33][CH2:32][O:1][C:2]1[CH:3]=[C:4]([C:8]#[C:9][C:10]2[CH:19]=[C:18]3[C:13]([C:14](=[O:29])[CH:15]=[C:16]([C:20]4[N:25]=[CH:24][N:23]5[CH:26]=[CH:27][CH:28]=[C:22]5[CH:21]=4)[O:17]3)=[CH:12][CH:11]=2)[CH:5]=[CH:6][CH:7]=1, predict the reactants needed to synthesize it. The reactants are: [OH:1][C:2]1[CH:3]=[C:4]([C:8]#[C:9][C:10]2[CH:19]=[C:18]3[C:13]([C:14](=[O:29])[CH:15]=[C:16]([C:20]4[N:25]=[CH:24][N:23]5[CH:26]=[CH:27][CH:28]=[C:22]5[CH:21]=4)[O:17]3)=[CH:12][CH:11]=2)[CH:5]=[CH:6][CH:7]=1.Cl.Cl[CH2:32][CH2:33][CH2:34][N:35]([CH3:37])[CH3:36]. (4) Given the product [CH3:30][C:28]1[CH:27]=[C:26]2[C:22]([CH:23]=[CH:24][NH:25]2)=[C:21]([C:55]2[N:60]=[C:59]([N:61]3[CH2:66][CH2:65][O:64][CH2:63][C@H:62]3[CH3:67])[CH:58]=[C:57]([C:68]3([S:71]([CH3:74])(=[O:72])=[O:73])[CH2:69][CH2:70]3)[N:56]=2)[CH:29]=1, predict the reactants needed to synthesize it. The reactants are: C1(P(C2CCCCC2)C2CCCCC2)CCCCC1.Br[C:21]1[CH:29]=[C:28]([CH3:30])[CH:27]=[C:26]2[C:22]=1[CH:23]=[CH:24][NH:25]2.C([O-])(=O)C.[K+].B1(B2OC(C)(C)C(C)(C)O2)OC(C)(C)C(C)(C)O1.Cl[C:55]1[N:60]=[C:59]([N:61]2[CH2:66][CH2:65][O:64][CH2:63][C@H:62]2[CH3:67])[CH:58]=[C:57]([C:68]2([S:71]([CH3:74])(=[O:73])=[O:72])[CH2:70][CH2:69]2)[N:56]=1.C(=O)([O-])[O-].[Na+].[Na+]. (5) Given the product [CH3:3][CH:2]([N:4]1[C:8]([C:9]([OH:11])=[O:10])=[CH:7][N:6]=[N:5]1)[CH3:1], predict the reactants needed to synthesize it. The reactants are: [CH3:1][CH:2]([N:4]1[C:8]([C:9]([O:11]CC)=[O:10])=[CH:7][N:6]=[N:5]1)[CH3:3].[OH-].[Na+]. (6) Given the product [Cl:30][C:29]1[C:18]([C:5]2[CH:6]=[CH:7][C:2]([NH2:1])=[N:3][CH:4]=2)=[CH:19][C:20]2[O:25][CH2:24][C:23]([F:27])([F:26])[O:22][C:21]=2[CH:28]=1, predict the reactants needed to synthesize it. The reactants are: [NH2:1][C:2]1[CH:7]=[CH:6][C:5](B2OC(C)(C)C(C)(C)O2)=[CH:4][N:3]=1.Br[C:18]1[C:29]([Cl:30])=[CH:28][C:21]2[O:22][C:23]([F:27])([F:26])[CH2:24][O:25][C:20]=2[CH:19]=1. (7) Given the product [CH2:30]([C:4]1([CH2:1][CH:2]=[CH2:3])[C:28](=[O:29])[N:7]2[CH2:8][CH2:9][NH:10][C@@H:11]([C:12]3[CH:17]=[CH:16][C:15]([O:18][CH3:19])=[CH:14][C:13]=3[CH3:20])[C@@H:6]2[CH2:5]1)[CH:31]=[CH2:32], predict the reactants needed to synthesize it. The reactants are: [CH2:1]([C:4]1([CH2:30][CH:31]=[CH2:32])[C:28](=[O:29])[N:7]2[CH2:8][CH2:9][N:10](C(OC(C)(C)C)=O)[C@H:11]([C:12]3[CH:17]=[CH:16][C:15]([O:18][CH3:19])=[CH:14][C:13]=3[CH3:20])[C@@H:6]2[CH2:5]1)[CH:2]=[CH2:3].Cl.CO.[OH-].[Na+]. (8) Given the product [CH3:1][O:2][C:3]([CH:5]1[CH2:9][N:8]([C:10](=[O:11])[CH3:29])[CH2:7][N:6]1[C:17](=[O:27])[CH:18]([NH:22][C:23]([O:25][CH3:26])=[O:24])[CH:19]([CH3:21])[CH3:20])=[O:4], predict the reactants needed to synthesize it. The reactants are: [CH3:1][O:2][C:3]([CH:5]1[CH2:9][N:8]([C:10](OC(C)(C)C)=[O:11])[CH2:7][N:6]1[C:17](=[O:27])[CH:18]([NH:22][C:23]([O:25][CH3:26])=[O:24])[CH:19]([CH3:21])[CH3:20])=[O:4].Cl.[CH:29](N(C(C)C)CC)(C)C.C(OC(=O)C)(=O)C.